From a dataset of Experimentally validated miRNA-target interactions with 360,000+ pairs, plus equal number of negative samples. Binary Classification. Given a miRNA mature sequence and a target amino acid sequence, predict their likelihood of interaction. The miRNA is mmu-miR-96-3p with sequence CAAUCAUGUGUAGUGCCAAUAU. The protein sequence of the target gene is MIRIAALNASSTIEDDHEGSFKSHKTQTKEAQEAEAFALYHKALDLQKHDRFEESAKAYHELLEASLLREAVSSGDEKEGLKHPGLILKYSTYKNLAQLAAQREDLETAMEFYLEAVMLDSTDVNLWYKIGHVALRLIRIPLARHAFEEGLRCNPDHWPCLDNLITVLYTLSDYTTCLYFICKALEKDCRYSKGLVLKEKIFEEQPCLRKDSLRMFLKCDMSIHDVSVSAAETQAIVDEALGLRKKRQALIVREKEPDLKLVQPIPFFTWKCLGESLLAMYNHLTTCEPPRPSLGKRIDL.... Result: 0 (no interaction).